From a dataset of Full USPTO retrosynthesis dataset with 1.9M reactions from patents (1976-2016). Predict the reactants needed to synthesize the given product. Given the product [Cl:18][C:19]1[CH:24]=[CH:23][C:22]([O:25][CH2:3][C:4]2[N:5]([CH2:9][C:10]3[CH:15]=[C:14]([Cl:16])[CH:13]=[C:12]([Cl:17])[CH:11]=3)[CH:6]=[CH:7][N:8]=2)=[CH:21][C:20]=1[O:26][CH3:27], predict the reactants needed to synthesize it. The reactants are: Cl.Cl[CH2:3][C:4]1[N:5]([CH2:9][C:10]2[CH:15]=[C:14]([Cl:16])[CH:13]=[C:12]([Cl:17])[CH:11]=2)[CH:6]=[CH:7][N:8]=1.[Cl:18][C:19]1[CH:24]=[CH:23][C:22]([OH:25])=[CH:21][C:20]=1[O:26][CH3:27].C([O-])([O-])=O.[K+].[K+].Cl.